Dataset: Full USPTO retrosynthesis dataset with 1.9M reactions from patents (1976-2016). Task: Predict the reactants needed to synthesize the given product. (1) Given the product [CH:16]1([CH2:19][NH:20][S:10]([NH:13][C:14](=[O:15])[O:8][CH2:1][C:2]2[CH:7]=[CH:6][CH:5]=[CH:4][CH:3]=2)(=[O:12])=[O:11])[CH2:18][CH2:17]1, predict the reactants needed to synthesize it. The reactants are: [CH2:1]([OH:8])[C:2]1[CH:7]=[CH:6][CH:5]=[CH:4][CH:3]=1.Cl[S:10]([N:13]=[C:14]=[O:15])(=[O:12])=[O:11].[CH:16]1([CH2:19][NH2:20])[CH2:18][CH2:17]1.Cl. (2) Given the product [C:1]([O:5][C:6]([N:8]([C:9]1[C:18]([N+:19]([O-:21])=[O:20])=[CH:17][CH:16]=[CH:15][C:10]=1[C:11]([O:13][CH3:14])=[O:12])[CH2:28][C:29]1[CH:30]=[CH:31][C:32]([C:35]2[CH:42]=[CH:41][CH:40]=[CH:39][C:36]=2[C:37]#[N:38])=[CH:33][CH:34]=1)=[O:7])([CH3:4])([CH3:2])[CH3:3], predict the reactants needed to synthesize it. The reactants are: [C:1]([O:5][C:6]([NH:8][C:9]1[C:18]([N+:19]([O-:21])=[O:20])=[CH:17][CH:16]=[CH:15][C:10]=1[C:11]([O:13][CH3:14])=[O:12])=[O:7])([CH3:4])([CH3:3])[CH3:2].C(=O)([O-])[O-].[K+].[K+].[CH3:28][C:29]1[CH:34]=[CH:33][C:32]([C:35]2[CH:42]=[CH:41][CH:40]=[CH:39][C:36]=2[C:37]#[N:38])=[CH:31][CH:30]=1.BrCC1(CBr)C=CC(C2C=CC=CC=2C#N)=CC1. (3) Given the product [CH3:64][N:65]([CH2:66][C:67]([N:47]1[CH2:48][CH2:49][N:44]([C:43]2[N:35]([CH2:31][CH:32]([CH3:34])[CH3:33])[C:36]3[C:41]([N:42]=2)=[C:40]([N:50]2[CH2:55][CH2:54][O:53][CH2:52][CH2:51]2)[N:39]=[C:38]([C:56]2[CH:61]=[N:60][C:59]([NH2:62])=[N:58][CH:57]=2)[N:37]=3)[CH2:45][CH2:46]1)=[O:68])[CH3:70], predict the reactants needed to synthesize it. The reactants are: O.ON1C2C=CC=CC=2N=N1.Cl.CN(CCCN=C=NCC)C.C(N(CC)CC)C.[CH2:31]([N:35]1[C:43]([N:44]2[CH2:49][CH2:48][NH:47][CH2:46][CH2:45]2)=[N:42][C:41]2[C:36]1=[N:37][C:38]([C:56]1[CH:57]=[N:58][C:59]([NH2:62])=[N:60][CH:61]=1)=[N:39][C:40]=2[N:50]1[CH2:55][CH2:54][O:53][CH2:52][CH2:51]1)[CH:32]([CH3:34])[CH3:33].Cl.[CH3:64][N:65]([CH3:70])[CH2:66][C:67](O)=[O:68]. (4) The reactants are: [OH:1][C:2]1[CH:3]=[C:4]2[C:9](=[CH:10][CH:11]=1)[CH:8]=[C:7]([CH2:12][C:13]([OH:15])=[O:14])[CH:6]=[CH:5]2.OS(O)(=O)=O.[CH3:21]O. Given the product [OH:1][C:2]1[CH:3]=[C:4]2[C:9](=[CH:10][CH:11]=1)[CH:8]=[C:7]([CH2:12][C:13]([O:15][CH3:21])=[O:14])[CH:6]=[CH:5]2, predict the reactants needed to synthesize it. (5) Given the product [CH2:1]([O:3][C:4]([C:6]1[CH:10]=[C:9]([C:11]2[CH:16]=[CH:15][CH:14]=[CH:13][CH:12]=2)[N:8]([C:17]2[CH:22]=[CH:21][CH:20]=[C:19]([NH2:23])[CH:18]=2)[C:7]=1[CH3:26])=[O:5])[CH3:2], predict the reactants needed to synthesize it. The reactants are: [CH2:1]([O:3][C:4]([C:6]1[CH:10]=[C:9]([C:11]2[CH:16]=[CH:15][CH:14]=[CH:13][CH:12]=2)[N:8]([C:17]2[CH:22]=[CH:21][CH:20]=[C:19]([N+:23]([O-])=O)[CH:18]=2)[C:7]=1[CH3:26])=[O:5])[CH3:2].[BH4-].[Na+]. (6) Given the product [Cl:1][C:2]1[N:7]=[C:6]([NH:9][CH:10]2[C:14]3([CH2:18][CH2:17][CH2:16][CH2:15]3)[CH2:13][N:12]([C:19]([O:21][C:22]([CH3:25])([CH3:24])[CH3:23])=[O:20])[CH2:11]2)[CH:5]=[CH:4][N:3]=1, predict the reactants needed to synthesize it. The reactants are: [Cl:1][C:2]1[N:7]=[C:6](Cl)[CH:5]=[CH:4][N:3]=1.[NH2:9][CH:10]1[C:14]2([CH2:18][CH2:17][CH2:16][CH2:15]2)[CH2:13][N:12]([C:19]([O:21][C:22]([CH3:25])([CH3:24])[CH3:23])=[O:20])[CH2:11]1.CCN(CC)CC. (7) Given the product [C:2]1([C:8]2[N:13]=[N:12][C:11]([CH2:14][NH:15][S:29]([C:25]3[CH:24]=[N:23][CH:28]=[CH:27][CH:26]=3)(=[O:31])=[O:30])=[CH:10][CH:9]=2)[CH:3]=[CH:4][CH:5]=[CH:6][CH:7]=1, predict the reactants needed to synthesize it. The reactants are: Cl.[C:2]1([C:8]2[N:13]=[N:12][C:11]([CH2:14][NH2:15])=[CH:10][CH:9]=2)[CH:7]=[CH:6][CH:5]=[CH:4][CH:3]=1.C(N(CC)CC)C.[N:23]1[CH:28]=[CH:27][CH:26]=[C:25]([S:29](Cl)(=[O:31])=[O:30])[CH:24]=1.